Dataset: HIV replication inhibition screening data with 41,000+ compounds from the AIDS Antiviral Screen. Task: Binary Classification. Given a drug SMILES string, predict its activity (active/inactive) in a high-throughput screening assay against a specified biological target. The drug is O=C(O)c1c(O)c2cc([N+](=O)[O-])ccc2oc1=O. The result is 0 (inactive).